From a dataset of Cav3 T-type calcium channel HTS with 100,875 compounds. Binary Classification. Given a drug SMILES string, predict its activity (active/inactive) in a high-throughput screening assay against a specified biological target. The drug is n1c2CCCCCCc2cc2c1cccc2. The result is 0 (inactive).